This data is from Full USPTO retrosynthesis dataset with 1.9M reactions from patents (1976-2016). The task is: Predict the reactants needed to synthesize the given product. The reactants are: [CH2:1]([O:8][C@H:9]([CH3:28])[C@H:10]([NH2:27])[C:11]1[N:15]([C:16]2[CH:21]=[CH:20][CH:19]=[CH:18][CH:17]=2)[C:14]2[CH:22]=[C:23]([F:26])[CH:24]=[CH:25][C:13]=2[N:12]=1)[C:2]1[CH:7]=[CH:6][CH:5]=[CH:4][CH:3]=1.Cl[C:30]1[N:38]=[CH:37][N:36]=[C:35]2[C:31]=1[N:32]=[CH:33][N:34]2C1CCCCO1.CCN(C(C)C)C(C)C. Given the product [CH2:1]([O:8][C@H:9]([CH3:28])[C@H:10]([NH:27][C:30]1[N:38]=[CH:37][N:36]=[C:35]2[C:31]=1[NH:32][CH:33]=[N:34]2)[C:11]1[N:15]([C:16]2[CH:21]=[CH:20][CH:19]=[CH:18][CH:17]=2)[C:14]2[CH:22]=[C:23]([F:26])[CH:24]=[CH:25][C:13]=2[N:12]=1)[C:2]1[CH:3]=[CH:4][CH:5]=[CH:6][CH:7]=1, predict the reactants needed to synthesize it.